From a dataset of Peptide-MHC class I binding affinity with 185,985 pairs from IEDB/IMGT. Regression. Given a peptide amino acid sequence and an MHC pseudo amino acid sequence, predict their binding affinity value. This is MHC class I binding data. (1) The peptide sequence is AISRLRTQK. The MHC is HLA-B18:01 with pseudo-sequence HLA-B18:01. The binding affinity (normalized) is 0.0847. (2) The peptide sequence is LVRDITESL. The MHC is HLA-A02:12 with pseudo-sequence HLA-A02:12. The binding affinity (normalized) is 0.0847.